From a dataset of Forward reaction prediction with 1.9M reactions from USPTO patents (1976-2016). Predict the product of the given reaction. (1) Given the reactants [OH-].[Na+].C[O:4][C:5](=[O:19])[C:6]1[CH:11]=[C:10]([C:12](=[O:16])[CH:13]([CH3:15])[CH3:14])[CH:9]=[CH:8][C:7]=1[O:17][CH3:18].Cl, predict the reaction product. The product is: [C:12]([C:10]1[CH:9]=[CH:8][C:7]([O:17][CH3:18])=[C:6]([CH:11]=1)[C:5]([OH:19])=[O:4])(=[O:16])[CH:13]([CH3:15])[CH3:14]. (2) Given the reactants [F:1][C:2]1[CH:3]=[C:4]([C:9](=[O:20])[CH:10]([C:12]2[CH:17]=[C:16]([CH3:18])[CH:15]=[C:14]([CH3:19])[CH:13]=2)[OH:11])[CH:5]=[C:6]([F:8])[CH:7]=1.[N+]([O-])([O-])=O.[NH4+].C(OCC)(=O)C, predict the reaction product. The product is: [F:1][C:2]1[CH:3]=[C:4]([C:9](=[O:20])[C:10]([C:12]2[CH:13]=[C:14]([CH3:19])[CH:15]=[C:16]([CH3:18])[CH:17]=2)=[O:11])[CH:5]=[C:6]([F:8])[CH:7]=1.